This data is from Retrosynthesis with 50K atom-mapped reactions and 10 reaction types from USPTO. The task is: Predict the reactants needed to synthesize the given product. Given the product CC(=O)c1cc(OC2CCCCO2)ccc1O, predict the reactants needed to synthesize it. The reactants are: C1=COCCC1.CC(=O)c1cc(O)ccc1O.